From a dataset of Catalyst prediction with 721,799 reactions and 888 catalyst types from USPTO. Predict which catalyst facilitates the given reaction. (1) The catalyst class is: 433. Product: [O:26]1[CH:30]=[CH:29][CH:28]=[C:27]1[CH:31]([NH:32][C:33]1[CH:38]=[CH:37][CH:36]=[C:35]([O:39][CH3:40])[CH:34]=1)[C:8]([C:10]1[C:18]2[C:13](=[CH:14][CH:15]=[CH:16][CH:17]=2)[NH:12][CH:11]=1)=[O:9]. Reactant: C(N(CC)CC)C.[CH:8]([C:10]1[C:18]2[C:13](=[CH:14][CH:15]=[CH:16][CH:17]=2)[N:12](C(OC(C)(C)C)=O)[CH:11]=1)=[O:9].[O:26]1[CH:30]=[CH:29][CH:28]=[C:27]1[CH:31]=[N:32][C:33]1[CH:38]=[CH:37][CH:36]=[C:35]([O:39][CH3:40])[CH:34]=1. (2) Reactant: C(OC(=O)[NH:7][C:8]1[CH:13]=[CH:12][C:11]([O:14][CH3:15])=[CH:10][C:9]=1[CH2:16][C:17](=O)[CH2:18][CH:19]1[CH2:21]C1)(C)(C)C.FC(F)(F)C(O)=O.O. Product: [CH3:15][O:14][C:11]1[CH:10]=[C:9]2[C:8](=[CH:13][CH:12]=1)[NH:7][C:17]([CH:18]1[CH2:19][CH2:21]1)=[CH:16]2. The catalyst class is: 2. (3) Reactant: [Cl:1][C:2]1[C:3](F)=[CH:4][C:5]([F:22])=[C:6]([S:8]([N:11](COCC)[C:12]2[CH:17]=[CH:16][N:15]=[CH:14][N:13]=2)(=[O:10])=[O:9])[CH:7]=1.ClC1C(F)=CC(F)=C(S(/N=C2/N=CN(COCC)C=C/2)(=O)=O)C=1.[Cl:47][C:48]1[CH:53]=[CH:52][C:51]([OH:54])=[C:50]([C:55]2[N:59]([CH3:60])[N:58]=[CH:57][CH:56]=2)[CH:49]=1.C(=O)([O-])[O-].[K+].[K+]. Product: [Cl:1][C:2]1[C:3]([O:54][C:51]2[CH:52]=[CH:53][C:48]([Cl:47])=[CH:49][C:50]=2[C:55]2[N:59]([CH3:60])[N:58]=[CH:57][CH:56]=2)=[CH:4][C:5]([F:22])=[C:6]([S:8]([NH:11][C:12]2[CH:17]=[CH:16][N:15]=[CH:14][N:13]=2)(=[O:9])=[O:10])[CH:7]=1. The catalyst class is: 148. (4) Reactant: CCl.[NH2:3][CH2:4][C:5](=[O:11])[CH2:6][CH2:7][C:8]([OH:10])=[O:9].[CH2:12](N(CC)CC)C.[C:19](Cl)(=[O:26])[C:20]1[CH:25]=[CH:24][CH:23]=[CH:22][CH:21]=1.O. Product: [CH3:12][O:9][C:8](=[O:10])[CH2:7][CH2:6][C:5]([CH2:4][NH:3][C:19](=[O:26])[C:20]1[CH:25]=[CH:24][CH:23]=[CH:22][CH:21]=1)=[O:11]. The catalyst class is: 4. (5) Reactant: [CH3:1][C:2]([O:5][C:6]([O:8]C(OC(C)(C)C)=O)=O)(C)C.[CH3:16][O:17][C:18]1[CH:24]=[CH:23][CH:22]=[CH:21][C:19]=1[NH2:20].[Br:25]CCO. Product: [Br:25][CH2:1][CH2:2][O:5][C:6](=[O:8])[NH:20][C:19]1[CH:21]=[CH:22][CH:23]=[CH:24][C:18]=1[O:17][CH3:16]. The catalyst class is: 64. (6) Reactant: [OH-].[Na+].[CH:3]1([C:6]([C:8]2[C:16]3[C:11](=[N:12][CH:13]=[C:14]([N+:17]([O-:19])=[O:18])[CH:15]=3)[N:10](S(C3C=CC(C)=CC=3)(=O)=O)[N:9]=2)=[O:7])[CH2:5][CH2:4]1.CO. Product: [CH:3]1([C:6]([C:8]2[C:16]3[C:11](=[N:12][CH:13]=[C:14]([N+:17]([O-:19])=[O:18])[CH:15]=3)[NH:10][N:9]=2)=[O:7])[CH2:4][CH2:5]1. The catalyst class is: 683. (7) Reactant: [OH:1][C:2]12[CH2:10][CH2:9][CH2:8][C:7]1([OH:11])[CH:6]1[CH2:12][CH:3]2[CH2:4][CH2:5]1.[C:13](Cl)(=[O:16])[CH:14]=[CH2:15].C(N(CC)CC)C. Product: [OH:1][C:2]12[CH2:10][CH2:9][CH2:8][C:7]1([O:11][C:13](=[O:16])[CH:14]=[CH2:15])[CH:6]1[CH2:12][CH:3]2[CH2:4][CH2:5]1. The catalyst class is: 12.